From a dataset of Catalyst prediction with 721,799 reactions and 888 catalyst types from USPTO. Predict which catalyst facilitates the given reaction. (1) Reactant: [Cl:1][C:2]1[C:7]([O:8][C:9]2[CH:14]=[CH:13][C:12]([N+:15]([O-])=O)=[CH:11][C:10]=2[C:18]#[N:19])=[CH:6][C:5]([NH:20][C:21](=[O:26])[C:22]([F:25])([F:24])[F:23])=[C:4]([F:27])[CH:3]=1.O1CCCC1. Product: [NH2:15][C:12]1[CH:13]=[CH:14][C:9]([O:8][C:7]2[C:2]([Cl:1])=[CH:3][C:4]([F:27])=[C:5]([NH:20][C:21](=[O:26])[C:22]([F:23])([F:24])[F:25])[CH:6]=2)=[C:10]([C:18]#[N:19])[CH:11]=1. The catalyst class is: 15. (2) Reactant: [F:1][C:2]1[CH:29]=[CH:28][CH:27]=[CH:26][C:3]=1[O:4][CH:5]1[CH2:10][CH2:9][N:8]([C:11]([C:13]2[N:18]=[C:17]([C:19]3[CH2:20][CH2:21][N:22]([CH3:25])[CH2:23][CH:24]=3)[CH:16]=[CH:15][CH:14]=2)=[O:12])[CH2:7][CH2:6]1.[ClH:30]. Product: [ClH:30].[F:1][C:2]1[CH:29]=[CH:28][CH:27]=[CH:26][C:3]=1[O:4][CH:5]1[CH2:6][CH2:7][N:8]([C:11]([C:13]2[N:18]=[C:17]([C:19]3[CH2:20][CH2:21][N:22]([CH3:25])[CH2:23][CH:24]=3)[CH:16]=[CH:15][CH:14]=2)=[O:12])[CH2:9][CH2:10]1. The catalyst class is: 4. (3) Reactant: [NH:1]1[CH:5]=[C:4]([C:6]2[S:10][CH:9]=[C:8]([C:11]([OH:13])=O)[CH:7]=2)[CH:3]=[N:2]1.[N:14]1[CH:19]=[CH:18][CH:17]=[N:16][C:15]=1[C:20]1([OH:26])[CH2:25][CH2:24][NH:23][CH2:22][CH2:21]1.CN(C(ON1N=N[C:37]2C=CC=N[C:36]1=2)=[N+](C)C)C.F[P-](F)(F)(F)(F)F.C(N(C(C)C)CC)(C)C.[OH-].[Na+]. Product: [OH:26][C:20]1([C:15]2[N:16]=[CH:17][CH:18]=[CH:19][N:14]=2)[CH2:21][CH:22]2[N:23]([C:11]([C:8]3[CH:7]=[C:6]([C:4]4[CH:5]=[N:1][NH:2][CH:3]=4)[S:10][CH:9]=3)=[O:13])[CH:24]([CH2:36][CH2:37]2)[CH2:25]1. The catalyst class is: 39. (4) Product: [CH2:1]([O:3][C:4]([N:6]1[C:15]2[C:10](=[CH:11][C:12]([C:16]([F:17])([F:18])[F:19])=[CH:13][CH:14]=2)[CH:9]([CH:20]([C:22]2[CH:23]=[C:24]([C:32]([F:35])([F:33])[F:34])[CH:25]=[C:26]([C:28]([F:29])([F:30])[F:31])[CH:27]=2)[O:21][CH3:40])[CH2:8][CH:7]1[CH2:36][CH3:37])=[O:5])[CH3:2]. Reactant: [CH2:1]([O:3][C:4]([N:6]1[C:15]2[C:10](=[CH:11][C:12]([C:16]([F:19])([F:18])[F:17])=[CH:13][CH:14]=2)[CH:9]([CH:20]([C:22]2[CH:27]=[C:26]([C:28]([F:31])([F:30])[F:29])[CH:25]=[C:24]([C:32]([F:35])([F:34])[F:33])[CH:23]=2)[OH:21])[CH2:8][CH:7]1[CH2:36][CH3:37])=[O:5])[CH3:2].[OH-].[K+].[CH3:40]I. The catalyst class is: 16. (5) Reactant: [CH:1]1([C:4]2[NH:8][N:7]=[C:6]([NH:9][C:10]3[C:19]4[C:14](=[CH:15][C:16](F)=[CH:17][CH:18]=4)[N:13]=[C:12]([NH:21][C@H:22]([C:25]4[CH:30]=[CH:29][C:28]([F:31])=[CH:27][CH:26]=4)[CH2:23][OH:24])[N:11]=3)[CH:5]=2)[CH2:3][CH2:2]1.CC1(C)[O:37][C@H:36]([CH2:38][OH:39])[CH2:35][O:34]1.CC(C)([O-])C.[K+].O.C1(C)C=CC(S(O)(=O)=O)=CC=1. Product: [CH:1]1([C:4]2[NH:8][N:7]=[C:6]([NH:9][C:10]3[C:19]4[C:14](=[CH:15][C:16]([O:34][CH2:35][C@@H:36]([OH:37])[CH2:38][OH:39])=[CH:17][CH:18]=4)[N:13]=[C:12]([NH:21][C@H:22]([C:25]4[CH:26]=[CH:27][C:28]([F:31])=[CH:29][CH:30]=4)[CH2:23][OH:24])[N:11]=3)[CH:5]=2)[CH2:2][CH2:3]1. The catalyst class is: 24. (6) The catalyst class is: 70. Product: [Cl:42][C:33]1[CH:34]=[CH:35][CH:36]=[C:37]([C:38]([F:41])([F:39])[F:40])[C:32]=1[C:30]([N:23]1[C:24]2[C:29](=[CH:28][CH:27]=[CH:26][CH:25]=2)[C:21]([C:9]2[CH:10]=[C:11]3[C:15](=[CH:16][CH:17]=2)[C:14](=[O:18])[O:13][CH2:12]3)=[N:22]1)=[O:31]. Reactant: CC1(C)C(C)(C)OB([C:9]2[CH:10]=[C:11]3[C:15](=[CH:16][CH:17]=2)[C:14](=[O:18])[O:13][CH2:12]3)O1.Br[C:21]1[C:29]2[C:24](=[CH:25][CH:26]=[CH:27][CH:28]=2)[N:23]([C:30]([C:32]2[C:37]([C:38]([F:41])([F:40])[F:39])=[CH:36][CH:35]=[CH:34][C:33]=2[Cl:42])=[O:31])[N:22]=1.C([O-])([O-])=O.[K+].[K+]. (7) Reactant: C(N(CC)CC)C.Cl.[N:9]1[CH:14]=[CH:13][CH:12]=[CH:11][C:10]=1[C:15]1[CH:23]=[CH:22][C:18]([C:19](Cl)=[O:20])=[CH:17][CH:16]=1.[CH2:24]([CH2:26][NH2:27])[OH:25]. Product: [N:9]1[CH:14]=[CH:13][CH:12]=[CH:11][C:10]=1[C:15]1[CH:23]=[CH:22][C:18]([C:19]([NH:27][CH2:26][CH2:24][OH:25])=[O:20])=[CH:17][CH:16]=1. The catalyst class is: 4.